This data is from Peptide-MHC class I binding affinity with 185,985 pairs from IEDB/IMGT. The task is: Regression. Given a peptide amino acid sequence and an MHC pseudo amino acid sequence, predict their binding affinity value. This is MHC class I binding data. The peptide sequence is SMHYKLDEV. The MHC is HLA-B18:01 with pseudo-sequence HLA-B18:01. The binding affinity (normalized) is 0.0847.